This data is from Reaction yield outcomes from USPTO patents with 853,638 reactions. The task is: Predict the reaction yield, written as a fraction of the theoretical maximum amount of product (1.0 means a 100% yield; for example, 0.34 means a 34% yield). (1) The reactants are Br[CH2:2][C:3]1[CH:12]=[CH:11][C:6]([C:7]([O:9][CH3:10])=[O:8])=[CH:5][N:4]=1.[CH2:13]([O:20][C:21]([NH:23][CH2:24][C:25]([O:27][CH3:28])=[O:26])=[O:22])[C:14]1[CH:19]=[CH:18][CH:17]=[CH:16][CH:15]=1.C([O-])([O-])=O.[K+].[K+].O. The catalyst is CN(C=O)C. The product is [CH2:13]([O:20][C:21]([N:23]([CH2:2][C:3]1[CH:12]=[CH:11][C:6]([C:7]([O:9][CH3:10])=[O:8])=[CH:5][N:4]=1)[CH2:24][C:25]([O:27][CH3:28])=[O:26])=[O:22])[C:14]1[CH:15]=[CH:16][CH:17]=[CH:18][CH:19]=1. The yield is 0.168. (2) The reactants are ClCCl.Cl.[Cl:5][C:6]1[N:11]=[CH:10][C:9]([CH2:12][N:13]2[CH:18]=[CH:17][CH:16]=[CH:15][C:14]2=[NH:19])=[CH:8][CH:7]=1.C(N(CC)CC)C.[C:27](Cl)(=[O:29])[CH3:28]. The catalyst is O. The product is [Cl:5][C:6]1[N:11]=[CH:10][C:9]([CH2:12][N:13]2[CH:18]=[CH:17][CH:16]=[CH:15][C:14]2=[N:19][C:27](=[O:29])[CH3:28])=[CH:8][CH:7]=1. The yield is 0.170.